Dataset: Full USPTO retrosynthesis dataset with 1.9M reactions from patents (1976-2016). Task: Predict the reactants needed to synthesize the given product. The reactants are: [CH3:1][O:2][C:3](=[O:38])/[CH:4]=[CH:5]/[C:6]1[CH:11]=[CH:10][C:9]([O:12][CH2:13][C:14]2[CH:19]=[CH:18][C:17]([C:20]3[CH:25]=[C:24]([CH3:26])[CH:23]=[CH:22][C:21]=3[O:27][CH2:28][CH2:29][CH2:30][CH3:31])=[CH:16][CH:15]=2)=[CH:8][C:7]=1OC(Br)=C(C)C.N#N.[CH3:49][C:48](N=N[C:48]([C:51]#N)([CH3:50])[CH3:49])([C:51]#N)[CH3:50].[CH3:53][CH2:54]CC[SnH](CCCC)CCCC. Given the product [CH3:1][O:2][C:3](=[O:38])[CH2:4][CH:5]1[C:6]2[C:7](=[CH:8][C:9]([O:12][CH2:13][C:14]3[CH:15]=[CH:16][C:17]([C:20]4[CH:25]=[C:24]([CH3:26])[CH:23]=[CH:22][C:21]=4[O:27][CH2:28][CH2:29][CH2:30][CH3:31])=[CH:18][CH:19]=3)=[CH:10][CH:11]=2)[CH2:54][CH2:53][C:51]1=[C:48]([CH3:49])[CH3:50], predict the reactants needed to synthesize it.